This data is from Forward reaction prediction with 1.9M reactions from USPTO patents (1976-2016). The task is: Predict the product of the given reaction. (1) Given the reactants Br[CH2:2][C@H:3]1[CH2:12][CH2:11][C:10]2[C:5](=[CH:6][CH:7]=[CH:8][CH:9]=2)[O:4]1.[N-:13]=[N+:14]=[N-:15].[Na+], predict the reaction product. The product is: [N:13]([CH2:2][C@H:3]1[CH2:12][CH2:11][C:10]2[C:5](=[CH:6][CH:7]=[CH:8][CH:9]=2)[O:4]1)=[N+:14]=[N-:15]. (2) Given the reactants [C:1]([C:3]1[N:4]=[C:5]([N:8]2[CH2:11][CH:10]([OH:12])[CH2:9]2)[O:6][CH:7]=1)#[N:2].[CH3:13][S:14](Cl)(=[O:16])=[O:15].C(N(CC)CC)C.CO, predict the reaction product. The product is: [C:1]([C:3]1[N:4]=[C:5]([N:8]2[CH2:11][CH:10]([O:12][S:14]([CH3:13])(=[O:16])=[O:15])[CH2:9]2)[O:6][CH:7]=1)#[N:2]. (3) Given the reactants Br[C:2]1[CH:7]=[CH:6][N:5]([CH2:8][CH2:9][OH:10])[C:4](=[O:11])[CH:3]=1.[CH3:12][C:13]1([CH3:29])[C:17]([CH3:19])([CH3:18])[O:16][B:15]([B:15]2[O:16][C:17]([CH3:19])([CH3:18])[C:13]([CH3:29])([CH3:12])[O:14]2)[O:14]1.C([O-])(=O)C.[K+].C(OCC)(=O)C, predict the reaction product. The product is: [OH:10][CH2:9][CH2:8][N:5]1[CH:6]=[CH:7][C:2]([B:15]2[O:16][C:17]([CH3:19])([CH3:18])[C:13]([CH3:29])([CH3:12])[O:14]2)=[CH:3][C:4]1=[O:11]. (4) Given the reactants [F:1][C:2]1[CH:7]=[CH:6][C:5]([N:8]2[C:12]([C:13]3[CH:18]=[CH:17][C:16]([OH:19])=[C:15]([N+:20]([O-])=O)[CH:14]=3)=[CH:11][C:10]([C:23]([F:26])([F:25])[F:24])=[N:9]2)=[CH:4][CH:3]=1, predict the reaction product. The product is: [NH2:20][C:15]1[CH:14]=[C:13]([C:12]2[N:8]([C:5]3[CH:4]=[CH:3][C:2]([F:1])=[CH:7][CH:6]=3)[N:9]=[C:10]([C:23]([F:26])([F:25])[F:24])[CH:11]=2)[CH:18]=[CH:17][C:16]=1[OH:19]. (5) Given the reactants Br[C:2]1[CH:3]=[C:4]([N:8]2[C:17]3[C:12](=[CH:13][CH:14]=[CH:15][N:16]=3)[C:11](=[O:18])[C:10]([C:19]([NH:21][CH2:22][C:23]([F:26])([F:25])[F:24])=[O:20])=[CH:9]2)[CH:5]=[CH:6][CH:7]=1.[B:27]1([B:27]2[O:31][C:30]([CH3:33])([CH3:32])[C:29]([CH3:35])([CH3:34])[O:28]2)[O:31][C:30]([CH3:33])([CH3:32])[C:29]([CH3:35])([CH3:34])[O:28]1.CC([O-])=O.[K+].[NH4+].[Cl-], predict the reaction product. The product is: [F:24][C:23]([F:26])([F:25])[CH2:22][NH:21][C:19]([C:10]1[C:11](=[O:18])[C:12]2[C:17](=[N:16][CH:15]=[CH:14][CH:13]=2)[N:8]([C:4]2[CH:5]=[CH:6][CH:7]=[C:2]([B:27]3[O:31][C:30]([CH3:33])([CH3:32])[C:29]([CH3:35])([CH3:34])[O:28]3)[CH:3]=2)[CH:9]=1)=[O:20]. (6) Given the reactants [CH2:1](O)[CH3:2].Cl.[OH:5][C:6]1[CH:11]=[CH:10][CH:9]=[CH:8][C:7]=1[CH2:12][CH2:13][NH:14][CH:15]1[CH2:24][CH2:23][CH2:22][C:21]2[N:20]=[C:19]([C:25]([OH:27])=[O:26])[CH:18]=[CH:17][C:16]1=2.C(=O)(O)[O-].[Na+], predict the reaction product. The product is: [OH:5][C:6]1[CH:11]=[CH:10][CH:9]=[CH:8][C:7]=1[CH2:12][CH2:13][NH:14][CH:15]1[CH2:24][CH2:23][CH2:22][C:21]2[N:20]=[C:19]([C:25]([O:27][CH2:1][CH3:2])=[O:26])[CH:18]=[CH:17][C:16]1=2. (7) The product is: [CH2:17]([C:12]1([CH2:20][CH2:21][CH2:22][CH2:23][CH2:24][CH3:25])[C:11]2[CH:10]=[CH:9][CH:8]=[CH:7][C:6]=2[C:5]2[C:13]1=[CH:1][CH:2]=[CH:3][CH:4]=2)[CH2:16][CH2:15][CH2:14][CH2:26][CH3:27]. Given the reactants [CH:1]1[C:13]2[CH2:12][C:11]3[C:6](=[CH:7][CH:8]=[CH:9][CH:10]=3)[C:5]=2[CH:4]=[CH:3][CH:2]=1.[CH2:14]([Li])[CH2:15][CH2:16][CH3:17].Br[CH2:20][CH2:21][CH2:22][CH2:23][CH2:24][CH3:25].[CH2:26]1COC[CH2:27]1, predict the reaction product. (8) Given the reactants C(=O)([O-])[O-].[K+].[K+].[NH2:7][C:8]1[CH:9]=[C:10](B(O)O)[CH:11]=[CH:12][CH:13]=1.[CH3:17][O:18][C:19](=[O:31])[C:20]1[CH:25]=[CH:24][C:23](Cl)=[CH:22][C:21]=1[C:27]([F:30])([F:29])[F:28], predict the reaction product. The product is: [CH3:17][O:18][C:19]([C:20]1[CH:25]=[CH:24][C:23]([C:10]2[CH:11]=[CH:12][CH:13]=[C:8]([NH2:7])[CH:9]=2)=[CH:22][C:21]=1[C:27]([F:28])([F:29])[F:30])=[O:31].